From a dataset of Full USPTO retrosynthesis dataset with 1.9M reactions from patents (1976-2016). Predict the reactants needed to synthesize the given product. (1) Given the product [F:1][C:2]1[CH:3]=[CH:4][C:5]([C@H:8]([NH:10][C:11](=[O:27])[C:12]2[CH:17]=[C:16]([C:18]3[CH:23]=[CH:22][C:21]([CH3:24])=[CH:20][N:19]=3)[CH:15]=[C:14](/[CH:25]=[N:41]/[OH:42])[CH:13]=2)[CH3:9])=[N:6][CH:7]=1, predict the reactants needed to synthesize it. The reactants are: [F:1][C:2]1[CH:3]=[CH:4][C:5]([C@H:8]([NH:10][C:11](=[O:27])[C:12]2[CH:17]=[C:16]([C:18]3[CH:23]=[CH:22][C:21]([CH3:24])=[CH:20][N:19]=3)[CH:15]=[C:14]([CH:25]=O)[CH:13]=2)[CH3:9])=[N:6][CH:7]=1.O1CCOCC1.N1C=CC=CC=1.[Cl-].[NH4+:41].[OH2:42]. (2) Given the product [CH2:1]([N:8]([CH3:30])[C:9]1[C:10]([C:23]2[CH:24]=[CH:25][C:26]([F:29])=[CH:27][CH:28]=2)=[N:11][C:12]2[C:17]([N:18]=1)=[CH:16][C:15]([C:19]([OH:21])=[O:20])=[CH:14][CH:13]=2)[C:2]1[CH:3]=[CH:4][CH:5]=[CH:6][CH:7]=1, predict the reactants needed to synthesize it. The reactants are: [CH2:1]([N:8]([CH3:30])[C:9]1[C:10]([C:23]2[CH:28]=[CH:27][C:26]([F:29])=[CH:25][CH:24]=2)=[N:11][C:12]2[C:17]([N:18]=1)=[CH:16][C:15]([C:19]([O:21]C)=[O:20])=[CH:14][CH:13]=2)[C:2]1[CH:7]=[CH:6][CH:5]=[CH:4][CH:3]=1.[OH-].[Na+].Cl.